This data is from Full USPTO retrosynthesis dataset with 1.9M reactions from patents (1976-2016). The task is: Predict the reactants needed to synthesize the given product. (1) Given the product [Cl:1][C:2]1[CH:8]=[C:7]([N+:9]([O-:11])=[O:10])[CH:6]=[CH:5][C:3]=1[N:4]=[N:13][C:14]1[CH:19]=[CH:18][C:17]([N:35]([CH2:34][CH2:33][CH2:32][OH:31])[CH2:36][CH2:37][CH2:38][C:39]([O:41][CH2:42][CH3:43])=[O:40])=[CH:16][CH:15]=1, predict the reactants needed to synthesize it. The reactants are: [Cl:1][C:2]1[CH:8]=[C:7]([N+:9]([O-:11])=[O:10])[CH:6]=[CH:5][C:3]=1[NH2:4].Cl[N:13]([N+]([O-])=O)[C:14]1[CH:19]=[CH:18][CH:17]=[CH:16][CH:15]=1.N([O-])=O.[Na+].NC(N)=O.[OH:31][CH2:32][CH2:33][CH2:34][N:35](C1C=CC=CC=1)[CH2:36][CH2:37][CH2:38][C:39]([O:41][CH2:42][CH3:43])=[O:40].C([O-])(=O)C.[Na+]. (2) Given the product [C:1]([NH:4][CH2:5][CH2:6][CH2:7][S:8]([O:11][CH2:12][C:13]([CH3:34])([CH3:35])[CH:14]([OH:26])[C:15]([O:17][CH2:18][CH2:19][O:20][C:21]([O:23][CH2:24][CH3:25])=[O:22])=[O:16])(=[O:9])=[O:10])(=[O:3])[CH3:2], predict the reactants needed to synthesize it. The reactants are: [C:1]([NH:4][CH2:5][CH2:6][CH2:7][S:8]([O:11][CH2:12][C:13]([CH3:35])([CH3:34])[CH:14]([O:26]CC1C=CC=CC=1)[C:15]([O:17][CH2:18][CH2:19][O:20][C:21]([O:23][CH2:24][CH3:25])=[O:22])=[O:16])(=[O:10])=[O:9])(=[O:3])[CH3:2].